Dataset: Reaction yield outcomes from USPTO patents with 853,638 reactions. Task: Predict the reaction yield, written as a fraction of the theoretical maximum amount of product (1.0 means a 100% yield; for example, 0.34 means a 34% yield). (1) The yield is 0.140. The reactants are [CH:1]1([CH2:6][C@H:7]([CH2:11][N:12]([CH:21]=[O:22])[O:13][CH2:14][C:15]2[CH:20]=[CH:19][CH:18]=[CH:17][CH:16]=2)[C:8](F)=[O:9])[CH2:5][CH2:4][CH2:3][CH2:2]1.[CH2:23]([O:30][C:31]([N:33]1[CH2:37][CH2:36][CH:35]([C:38]([OH:40])=[O:39])[NH:34]1)=[O:32])[C:24]1[CH:29]=[CH:28][CH:27]=[CH:26][CH:25]=1.CCN(C(C)C)C(C)C. The product is [CH:1]1([CH2:6][C@H:7]([CH2:11][N:12]([CH:21]=[O:22])[O:13][CH2:14][C:15]2[CH:20]=[CH:19][CH:18]=[CH:17][CH:16]=2)[C:8]([N:34]2[C@H:35]([C:38]([OH:40])=[O:39])[CH2:36][CH2:37][N:33]2[C:31]([O:30][CH2:23][C:24]2[CH:29]=[CH:28][CH:27]=[CH:26][CH:25]=2)=[O:32])=[O:9])[CH2:5][CH2:4][CH2:3][CH2:2]1. The catalyst is CN(C=O)C.C(OCC)(=O)C. (2) The reactants are [Cl-].O[NH3+:3].[C:4](=[O:7])([O-:6])O.[Na+].CS(C)=O.[C:13]([C:15]1[CH:20]=[CH:19][CH:18]=[CH:17][C:16]=1[C:21]1[CH:26]=[CH:25][C:24]([CH2:27][C:28]2[C:33](=[O:34])[N:32]([CH2:35][C:36]3[CH:45]=[CH:44][CH:43]=[CH:42][C:37]=3[C:38]([O:40][CH3:41])=[O:39])[C:31]([CH3:46])=[N:30][C:29]=2[CH2:47][CH2:48][CH3:49])=[CH:23][CH:22]=1)#[N:14]. The catalyst is C(OCC)(=O)C. The product is [CH3:46][C:31]1[N:32]([CH2:35][C:36]2[CH:45]=[CH:44][CH:43]=[CH:42][C:37]=2[C:38]([O:40][CH3:41])=[O:39])[C:33](=[O:34])[C:28]([CH2:27][C:24]2[CH:23]=[CH:22][C:21]([C:16]3[CH:17]=[CH:18][CH:19]=[CH:20][C:15]=3[C:13]3[NH:3][C:4](=[O:7])[O:6][N:14]=3)=[CH:26][CH:25]=2)=[C:29]([CH2:47][CH2:48][CH3:49])[N:30]=1. The yield is 0.370. (3) The reactants are Cl.Cl.[CH3:3][N:4]([CH3:9])[CH:5]1[CH2:8][NH:7][CH2:6]1.F[C:11]1[C:16]([N+:17]([O-:19])=[O:18])=[CH:15][C:14]([NH:20][C:21]2[N:26]=[C:25]([C:27]3[C:35]4[C:30](=[CH:31][CH:32]=[CH:33][CH:34]=4)[N:29]([CH3:36])[CH:28]=3)[C:24]([CH3:37])=[CH:23][N:22]=2)=[C:13]([O:38][CH3:39])[CH:12]=1.CCN(C(C)C)C(C)C. The catalyst is FC(F)(F)CO. The product is [CH3:3][N:4]([CH3:9])[CH:5]1[CH2:8][N:7]([C:11]2[C:16]([N+:17]([O-:19])=[O:18])=[CH:15][C:14]([NH:20][C:21]3[N:26]=[C:25]([C:27]4[C:35]5[C:30](=[CH:31][CH:32]=[CH:33][CH:34]=5)[N:29]([CH3:36])[CH:28]=4)[C:24]([CH3:37])=[CH:23][N:22]=3)=[C:13]([O:38][CH3:39])[CH:12]=2)[CH2:6]1. The yield is 0.710.